This data is from Reaction yield outcomes from USPTO patents with 853,638 reactions. The task is: Predict the reaction yield, written as a fraction of the theoretical maximum amount of product (1.0 means a 100% yield; for example, 0.34 means a 34% yield). (1) The reactants are [Cl:1][C:2]1[CH:11]=[C:10]([C:12]([CH3:15])([CH3:14])[CH3:13])[CH:9]=[CH:8][C:3]=1[C:4](OC)=[O:5].[H-].C([Al+]CC(C)C)C(C)C.Cl. The catalyst is ClCCl.C1(C)C=CC=CC=1. The product is [Cl:1][C:2]1[CH:11]=[C:10]([C:12]([CH3:15])([CH3:14])[CH3:13])[CH:9]=[CH:8][C:3]=1[CH2:4][OH:5]. The yield is 0.510. (2) The reactants are [Br:1][C:2]1[CH:7]=[CH:6][CH:5]=[CH:4][C:3]=1I.C([Mg]Cl)(C)C.[CH3:14][C:15]1[CH:16]=[C:17]([P:22]([C:24]2[CH:29]=[C:28]([CH3:30])[CH:27]=[C:26]([CH3:31])[CH:25]=2)Cl)[CH:18]=[C:19]([CH3:21])[CH:20]=1. The catalyst is C1COCC1.CC(OC)(C)C. The product is [Br:1][C:2]1[CH:7]=[CH:6][CH:5]=[CH:4][C:3]=1[P:22]([C:24]1[CH:25]=[C:26]([CH3:31])[CH:27]=[C:28]([CH3:30])[CH:29]=1)[C:17]1[CH:16]=[C:15]([CH3:14])[CH:20]=[C:19]([CH3:21])[CH:18]=1. The yield is 0.560.